Dataset: Forward reaction prediction with 1.9M reactions from USPTO patents (1976-2016). Task: Predict the product of the given reaction. (1) Given the reactants [Cl:1][C:2]1[CH:30]=[CH:29][CH:28]=[C:27]([C:31]([F:34])([F:33])[F:32])[C:3]=1[C:4]([N:6]1[C:14]2[C:9](=[CH:10][CH:11]=[C:12]([C:15]#[CH:16])[CH:13]=2)[C:8]([C:17]2[CH:26]=[CH:25][C:20]([C:21]([O:23]C)=[O:22])=[CH:19][CH:18]=2)=[N:7]1)=[O:5].O.O[Li].O.Cl, predict the reaction product. The product is: [Cl:1][C:2]1[CH:30]=[CH:29][CH:28]=[C:27]([C:31]([F:34])([F:32])[F:33])[C:3]=1[C:4]([N:6]1[C:14]2[C:9](=[CH:10][CH:11]=[C:12]([C:15]#[CH:16])[CH:13]=2)[C:8]([C:17]2[CH:26]=[CH:25][C:20]([C:21]([OH:23])=[O:22])=[CH:19][CH:18]=2)=[N:7]1)=[O:5]. (2) Given the reactants [C:1]([C:7]1[CH:12]=[CH:11][CH:10]=[CH:9][C:8]=1[C:13](=[O:21])[CH2:14][C:15]1[CH:20]=[CH:19][CH:18]=[CH:17][CH:16]=1)#[C:2][CH2:3][CH2:4][CH2:5][CH3:6].C[Si]([N-][Si](C)(C)C)(C)C.[K+], predict the reaction product. The product is: [CH2:3]([C:2]1[C:14]([C:15]2[CH:16]=[CH:17][CH:18]=[CH:19][CH:20]=2)=[C:13]([OH:21])[C:8]2[C:7]([CH:1]=1)=[CH:12][CH:11]=[CH:10][CH:9]=2)[CH2:4][CH2:5][CH3:6]. (3) Given the reactants [C:1]([C:3]([C:6]1[CH:7]=[C:8]([CH:39]=[CH:40][CH:41]=1)[C:9]([N:11]([C:20]1[CH:25]=[CH:24][C:23]([CH3:26])=[C:22]([N:27]2[CH2:35][C:34]3[C:29](=[CH:30][C:31]([O:36][CH3:37])=[CH:32][CH:33]=3)[C:28]2=[O:38])[CH:21]=1)COCC[Si](C)(C)C)=[O:10])([CH3:5])[CH3:4])#[N:2].FC(F)(F)C(O)=O.Cl, predict the reaction product. The product is: [C:1]([C:3]([C:6]1[CH:7]=[C:8]([CH:39]=[CH:40][CH:41]=1)[C:9]([NH:11][C:20]1[CH:25]=[CH:24][C:23]([CH3:26])=[C:22]([N:27]2[CH2:35][C:34]3[C:29](=[CH:30][C:31]([O:36][CH3:37])=[CH:32][CH:33]=3)[C:28]2=[O:38])[CH:21]=1)=[O:10])([CH3:4])[CH3:5])#[N:2]. (4) Given the reactants [NH2:1][C:2]1[CH:3]=[C:4]([CH:14]=[CH:15][C:16]=1[O:17][CH3:18])[C:5]([NH:7][C:8]1[CH:13]=[CH:12][CH:11]=[CH:10][CH:9]=1)=[O:6].[Cl:19][C:20]1[CH:21]=[C:22](I)[CH:23]=[C:24]([Cl:26])[CH:25]=1.C(=O)([O-])[O-].[K+].[K+], predict the reaction product. The product is: [Cl:19][C:20]1[CH:21]=[C:22]([NH:1][C:2]2[CH:3]=[C:4]([CH:14]=[CH:15][C:16]=2[O:17][CH3:18])[C:5]([NH:7][C:8]2[CH:13]=[CH:12][CH:11]=[CH:10][CH:9]=2)=[O:6])[CH:23]=[C:24]([Cl:26])[CH:25]=1. (5) Given the reactants [OH:1][C:2]([C:18]1[CH:23]=[CH:22][CH:21]=[C:20]([O:24][CH2:25][CH2:26][CH2:27][NH:28][C:29](=[O:51])[CH2:30][CH2:31][CH2:32][CH2:33][CH2:34][NH:35][C:36](=[O:50])[CH2:37][CH2:38][CH2:39][CH2:40][CH:41]2[CH:48]3[CH:44]([NH:45][C:46](=[O:49])[NH:47]3)[CH2:43][S:42]2)[CH:19]=1)([C:12]1[CH:17]=[CH:16][CH:15]=[CH:14][CH:13]=1)[C:3]1[CH:11]=[CH:10][C:6]([C:7]([OH:9])=[O:8])=[CH:5][CH:4]=1.C(N=C=NC(C)C)(C)C.O[N:62]1[C:66](=[O:67])[CH2:65][CH2:64][C:63]1=[O:68], predict the reaction product. The product is: [C:63]1(=[O:68])[N:62]([O:8][C:7](=[O:9])[C:6]2[CH:5]=[CH:4][C:3]([C:2]([OH:1])([C:18]3[CH:23]=[CH:22][CH:21]=[C:20]([O:24][CH2:25][CH2:26][CH2:27][NH:28][C:29](=[O:51])[CH2:30][CH2:31][CH2:32][CH2:33][CH2:34][NH:35][C:36](=[O:50])[CH2:37][CH2:38][CH2:39][CH2:40][CH:41]4[CH:48]5[CH:44]([NH:45][C:46](=[O:49])[NH:47]5)[CH2:43][S:42]4)[CH:19]=3)[C:12]3[CH:17]=[CH:16][CH:15]=[CH:14][CH:13]=3)=[CH:11][CH:10]=2)[C:66](=[O:67])[CH2:65][CH2:64]1.